This data is from Forward reaction prediction with 1.9M reactions from USPTO patents (1976-2016). The task is: Predict the product of the given reaction. (1) Given the reactants [CH3:1][O:2][C:3]1[CH:20]=[CH:19][C:6]2[NH:7][C:8](=[O:18])[N:9]([CH:12]3[CH2:17][CH2:16][NH:15][CH2:14][CH2:13]3)[CH2:10][CH2:11][C:5]=2[CH:4]=1.Br[C:22]1[CH:23]=[C:24]([CH:39]=[CH:40][CH:41]=1)[C:25]([C:27]1[CH:37]=[C:36]([CH3:38])[C:30]2[N:31]([CH3:35])[C:32](=[O:34])[O:33][C:29]=2[CH:28]=1)=[O:26].C(=O)([O-])[O-].[Cs+].[Cs+].C1C=CC(P(C2C(C3C(P(C4C=CC=CC=4)C4C=CC=CC=4)=CC=C4C=3C=CC=C4)=C3C(C=CC=C3)=CC=2)C2C=CC=CC=2)=CC=1, predict the reaction product. The product is: [CH3:35][N:31]1[C:30]2[C:36]([CH3:38])=[CH:37][C:27]([C:25]([C:24]3[CH:39]=[C:40]([N:15]4[CH2:14][CH2:13][CH:12]([N:9]5[CH2:10][CH2:11][C:5]6[CH:4]=[C:3]([O:2][CH3:1])[CH:20]=[CH:19][C:6]=6[NH:7][C:8]5=[O:18])[CH2:17][CH2:16]4)[CH:41]=[CH:22][CH:23]=3)=[O:26])=[CH:28][C:29]=2[O:33][C:32]1=[O:34]. (2) The product is: [C:1]([O:5][C:6]([N:8]1[CH2:13][CH2:12][CH2:11][C:10]([C:16]2[N:17]([CH3:32])[C:18]3[C:23]([N:24]=2)=[C:22]([N:25]2[CH2:30][CH2:29][O:28][CH2:27][CH2:26]2)[N:21]=[C:20]([N:37]2[C:38]4[CH:44]=[CH:43][CH:42]=[CH:41][C:39]=4[N:40]=[C:36]2[CH:33]([CH3:35])[CH3:34])[N:19]=3)([O:14][CH3:15])[CH2:9]1)=[O:7])([CH3:4])([CH3:3])[CH3:2]. Given the reactants [C:1]([O:5][C:6]([N:8]1[CH2:13][CH2:12][CH2:11][C:10]([C:16]2[N:17]([CH3:32])[C:18]3[C:23]([N:24]=2)=[C:22]([N:25]2[CH2:30][CH2:29][O:28][CH2:27][CH2:26]2)[N:21]=[C:20](Cl)[N:19]=3)([O:14][CH3:15])[CH2:9]1)=[O:7])([CH3:4])([CH3:3])[CH3:2].[CH:33]([C:36]1[NH:37][C:38]2[CH:44]=[CH:43][CH:42]=[CH:41][C:39]=2[N:40]=1)([CH3:35])[CH3:34].CC(C1C=C(C(C)C)C(C2C=CC=CC=2P(C2CCCCC2)C2CCCCC2)=C(C(C)C)C=1)C.C([O-])([O-])=O.[Cs+].[Cs+], predict the reaction product. (3) Given the reactants [Cl:1][C:2]1[CH:7]=[CH:6][C:5]([CH:8]([CH:20]([C:24]2[CH:41]=[CH:40][C:27]([C:28]([NH:30][CH2:31][CH2:32][C:33]([O:35][C:36]([CH3:39])([CH3:38])[CH3:37])=[O:34])=[O:29])=[CH:26][CH:25]=2)[CH2:21][CH2:22][CH3:23])[C:9]([C:11]2[CH:16]=[C:15]([Cl:17])[CH:14]=[C:13]([CH3:18])[C:12]=2Cl)=O)=[CH:4][CH:3]=1.O.[NH2:43][NH2:44], predict the reaction product. The product is: [Cl:17][C:15]1[CH:16]=[C:11]2[C:12](=[C:13]([CH3:18])[CH:14]=1)[NH:44][N:43]=[C:9]2[CH:8]([C:5]1[CH:6]=[CH:7][C:2]([Cl:1])=[CH:3][CH:4]=1)[CH:20]([C:24]1[CH:25]=[CH:26][C:27]([C:28]([NH:30][CH2:31][CH2:32][C:33]([O:35][C:36]([CH3:39])([CH3:38])[CH3:37])=[O:34])=[O:29])=[CH:40][CH:41]=1)[CH2:21][CH2:22][CH3:23]. (4) Given the reactants [CH2:1]([O:3][C:4](=[O:15])[C:5](=[CH:11]OCC)[C:6]([O:8][CH2:9][CH3:10])=[O:7])[CH3:2].[I:16][C:17]1[CH:23]=[CH:22][C:20]([NH2:21])=[CH:19][CH:18]=1, predict the reaction product. The product is: [I:16][C:17]1[CH:23]=[CH:22][C:20]([NH:21][CH:11]=[C:5]([C:4]([O:3][CH2:1][CH3:2])=[O:15])[C:6]([O:8][CH2:9][CH3:10])=[O:7])=[CH:19][CH:18]=1. (5) The product is: [CH2:14]([S:1][C:2]1[CH:9]=[CH:8][C:5]([C:6]#[N:7])=[CH:4][C:3]=1[N+:10]([O-:12])=[O:11])[C:15]1[CH:20]=[CH:19][CH:18]=[CH:17][CH:16]=1. Given the reactants [SH:1][C:2]1[CH:9]=[CH:8][C:5]([C:6]#[N:7])=[CH:4][C:3]=1[N+:10]([O-:12])=[O:11].Br[CH2:14][C:15]1[CH:20]=[CH:19][CH:18]=[CH:17][CH:16]=1.C([O-])([O-])=O.[K+].[K+], predict the reaction product. (6) The product is: [C:26]([O-:45])(=[O:27])[CH:25]([CH3:24])[OH:38].[C:49]([O-:11])(=[O:50])[C:52]([CH3:54])=[O:53]. Given the reactants C1C=[N+]([C@@H]2[O:11][C@H:24](C[O:11]P(OP(OC[C@H]3[O:27][C@@H:26](N4C5N=CN=C(N)C=5N=C4)[C@H:25]([OH:38])[C@@H:24]3O)(O)=O)(O)=O)[C@@H:25]([OH:38])[C@H:26]2[OH:27])C=C(C(N)=O)C=1.[O:45]=CC1C=[CH:54][C:52]([OH:53])=[C:49]([O:50]C)C=1.C1N=C(N)C2N=CN([C@@H]3O[C@H](COP(OP(OC[C@H]4O[C@@H](N5C=C(C(N)=O)CC=C5)[C@H](O)[C@@H]4O)(O)=O)(O)=O)[C@@H](O)[C@H]3O)C=2N=1, predict the reaction product. (7) Given the reactants [OH:1][C:2]([CH3:41])([CH3:40])[CH2:3][O:4][C@H:5]1[CH2:10][CH2:9][C@H:8]([N:11]2[C:16](=[O:17])[C:15]([CH2:18][C:19]3[CH:24]=[CH:23][C:22]([C:25]4[C:26]([C:31]#[N:32])=[CH:27][CH:28]=[CH:29][CH:30]=4)=[CH:21][CH:20]=3)=[C:14]([CH2:33][CH2:34][CH3:35])[N:13]3[N:36]=[C:37](C)[N:38]=[C:12]23)[CH2:7][CH2:6]1.C([Sn](=O)CCCC)CCC.[N:52]([Si](C)(C)C)=[N+:53]=[N-:54].C1(C)C=CC=CC=1, predict the reaction product. The product is: [OH:1][C:2]([CH3:41])([CH3:40])[CH2:3][O:4][C@H:5]1[CH2:6][CH2:7][C@H:8]([N:11]2[C:16](=[O:17])[C:15]([CH2:18][C:19]3[CH:24]=[CH:23][C:22]([C:25]4[CH:30]=[CH:29][CH:28]=[CH:27][C:26]=4[C:31]4[NH:54][N:53]=[N:52][N:32]=4)=[CH:21][CH:20]=3)=[C:14]([CH2:33][CH2:34][CH3:35])[N:13]3[N:36]=[CH:37][N:38]=[C:12]23)[CH2:9][CH2:10]1. (8) Given the reactants [Cl:1][C:2]1[C:3]([C:19]([N:21]2[CH2:26][CH2:25][O:24][CH2:23][CH2:22]2)=[O:20])=[CH:4][C:5]([O:11][CH2:12][C:13]2[CH:18]=[CH:17][CH:16]=[CH:15][CH:14]=2)=[C:6]([CH:10]=1)[C:7]([OH:9])=O.C(N(C(C)C)CC)(C)C.CN(C(ON1N=NC2C=CC=NC1=2)=[N+](C)C)C.F[P-](F)(F)(F)(F)F.[Cl:60][C:61]1[CH:62]=[C:63]([CH:65]=[CH:66][CH:67]=1)[NH2:64], predict the reaction product. The product is: [Cl:1][C:2]1[C:3]([C:19]([N:21]2[CH2:22][CH2:23][O:24][CH2:25][CH2:26]2)=[O:20])=[CH:4][C:5]([O:11][CH2:12][C:13]2[CH:18]=[CH:17][CH:16]=[CH:15][CH:14]=2)=[C:6]([CH:10]=1)[C:7]([NH:64][C:63]1[CH:65]=[CH:66][CH:67]=[C:61]([Cl:60])[CH:62]=1)=[O:9].